From a dataset of Forward reaction prediction with 1.9M reactions from USPTO patents (1976-2016). Predict the product of the given reaction. (1) Given the reactants [CH:1]([C:4]1[C:8]([CH2:9][CH2:10][CH2:11][CH2:12][OH:13])=[CH:7][N:6]([C:14]2[CH:19]=[CH:18][C:17]([C:20]([F:23])([F:22])[F:21])=[CH:16][N:15]=2)[N:5]=1)([CH3:3])[CH3:2].C(N(CC)CC)C.[CH3:31][S:32](Cl)(=[O:34])=[O:33], predict the reaction product. The product is: [CH3:31][S:32]([O:13][CH2:12][CH2:11][CH2:10][CH2:9][C:8]1[C:4]([CH:1]([CH3:3])[CH3:2])=[N:5][N:6]([C:14]2[CH:19]=[CH:18][C:17]([C:20]([F:22])([F:21])[F:23])=[CH:16][N:15]=2)[CH:7]=1)(=[O:34])=[O:33]. (2) Given the reactants [CH:1]([C:3]1[CH:8]=[CH:7][C:6]([O:9][C:10](=[O:12])[CH3:11])=[CH:5][CH:4]=1)=[CH2:2].[CH2:13]([O:15][C:16](=[O:20])[CH:17]=[N+]=[N-])[CH3:14], predict the reaction product. The product is: [CH2:13]([O:15][C:16]([C@H:17]1[CH2:2][C@@H:1]1[C:3]1[CH:8]=[CH:7][C:6]([O:9][C:10](=[O:12])[CH3:11])=[CH:5][CH:4]=1)=[O:20])[CH3:14]. (3) Given the reactants [N+:1]([C:4]1[CH:11]=[CH:10][C:7]([CH:8]=[O:9])=[CH:6][CH:5]=1)([O-:3])=[O:2].[P:12]([O-:19])([O:16][CH2:17][CH3:18])[O:13][CH2:14][CH3:15], predict the reaction product. The product is: [N+:1]([C:4]1[CH:5]=[CH:6][C:7]([CH:8]([P:12](=[O:19])([O:16][CH2:17][CH3:18])[O:13][CH2:14][CH3:15])[OH:9])=[CH:10][CH:11]=1)([O-:3])=[O:2].